Dataset: Forward reaction prediction with 1.9M reactions from USPTO patents (1976-2016). Task: Predict the product of the given reaction. (1) Given the reactants [CH2:1]([O:8][C:9]1[C:10]([CH2:20][CH:21]([C:23]2[O:24][C:25]([CH2:28][N:29]([CH3:31])[CH3:30])=[CH:26][CH:27]=2)[NH2:22])=[CH:11][C:12]([Cl:19])=[C:13]2[C:18]=1[N:17]=[CH:16][CH:15]=[CH:14]2)[C:2]1[CH:7]=[CH:6][CH:5]=[CH:4][CH:3]=1.C(N(CC)CC)C.[O:39]([CH2:46][C:47](Cl)=[O:48])[C:40]1[CH:45]=[CH:44][CH:43]=[CH:42][CH:41]=1, predict the reaction product. The product is: [CH2:1]([O:8][C:9]1[C:10]([CH2:20][CH:21]([NH:22][C:47](=[O:48])[CH2:46][O:39][C:40]2[CH:45]=[CH:44][CH:43]=[CH:42][CH:41]=2)[C:23]2[O:24][C:25]([CH2:28][N:29]([CH3:30])[CH3:31])=[CH:26][CH:27]=2)=[CH:11][C:12]([Cl:19])=[C:13]2[C:18]=1[N:17]=[CH:16][CH:15]=[CH:14]2)[C:2]1[CH:7]=[CH:6][CH:5]=[CH:4][CH:3]=1. (2) Given the reactants [Cl:1][C:2]1[C:11]2[C:6](=[CH:7][C:8]([O:14][CH3:15])=[C:9]([O:12][CH3:13])[CH:10]=2)[N:5]=[CH:4][C:3]=1I.C1(P(C2C=CC=CC=2)CCCP(C2C=CC=CC=2)C2C=CC=CC=2)C=CC=CC=1.C[N:47]([CH:49]=[O:50])C, predict the reaction product. The product is: [Cl:1][C:2]1[C:11]2[C:6](=[CH:7][C:8]([O:14][CH3:15])=[C:9]([O:12][CH3:13])[CH:10]=2)[N:5]=[CH:4][C:3]=1[C:49]([NH2:47])=[O:50]. (3) Given the reactants [F:1][C:2]([F:13])([F:12])[C:3]1[C:8]([C:9]([OH:11])=O)=[N:7][CH:6]=[CH:5][N:4]=1.[Cl:14][C:15]1[CH:20]=[C:19]([Cl:21])[CH:18]=[CH:17][C:16]=1[CH2:22][CH:23]([NH2:25])[CH3:24].Cl.C(N=C=NCCCN(C)C)C.O, predict the reaction product. The product is: [Cl:14][C:15]1[CH:20]=[C:19]([Cl:21])[CH:18]=[CH:17][C:16]=1[CH2:22][CH:23]([NH:25][C:9]([C:8]1[C:3]([C:2]([F:1])([F:13])[F:12])=[N:4][CH:5]=[CH:6][N:7]=1)=[O:11])[CH3:24]. (4) The product is: [O:10]1[C:6]2[CH:5]=[CH:4][C:3]([OH:2])=[CH:11][C:7]=2[CH:8]=[CH:9]1. Given the reactants C[O:2][C:3]1[CH:4]=[CH:5][C:6]2[O:10][CH:9]=[CH:8][C:7]=2[CH:11]=1.B(Cl)(Cl)Cl.C([O-])(O)=O.[Na+], predict the reaction product. (5) Given the reactants [NH2:1][C:2]1[CH:3]=[N:4][C:5]([NH:8][C:9]2[CH:10]=[CH:11][C:12]([N:15]3[CH2:20][CH2:19][N:18]([CH2:21][CH2:22][OH:23])[CH2:17][CH2:16]3)=[N:13][CH:14]=2)=[N:6][CH:7]=1.[Cl:24][C:25]1[CH:33]=[CH:32][CH:31]=[C:30]([Cl:34])[C:26]=1[C:27](Cl)=[O:28].C(N(CC)CC)C, predict the reaction product. The product is: [Cl:24][C:25]1[CH:33]=[CH:32][CH:31]=[C:30]([Cl:34])[C:26]=1[C:27]([NH:1][C:2]1[CH:7]=[N:6][C:5]([NH:8][C:9]2[CH:14]=[N:13][C:12]([N:15]3[CH2:20][CH2:19][N:18]([CH2:21][CH2:22][OH:23])[CH2:17][CH2:16]3)=[CH:11][CH:10]=2)=[N:4][CH:3]=1)=[O:28].